From a dataset of Catalyst prediction with 721,799 reactions and 888 catalyst types from USPTO. Predict which catalyst facilitates the given reaction. (1) Reactant: [CH2:1]([O:3][C:4](=[O:24])[CH2:5][O:6][CH2:7][CH:8]1[CH2:13][CH2:12][N:11](C(OCC2C=CC=CC=2)=O)[CH2:10][CH2:9]1)[CH3:2]. Product: [NH:11]1[CH2:12][CH2:13][CH:8]([CH2:7][O:6][CH2:5][C:4]([O:3][CH2:1][CH3:2])=[O:24])[CH2:9][CH2:10]1. The catalyst class is: 50. (2) Reactant: [C:1]([O:10][CH3:11])(=[O:9])[C:2]1[C:3](=[CH:5][CH:6]=[CH:7][CH:8]=1)[OH:4].Br[CH2:13][CH2:14][CH2:15][C:16]([O:18][CH2:19][CH3:20])=[O:17].C(=O)([O-])[O-].[K+].[K+].[I-].[K+]. Product: [CH3:11][O:10][C:1](=[O:9])[C:2]1[CH:8]=[CH:7][CH:6]=[CH:5][C:3]=1[O:4][CH2:13][CH2:14][CH2:15][C:16]([O:18][CH2:19][CH3:20])=[O:17]. The catalyst class is: 21. (3) Reactant: [CH3:1][C:2]1[CH:7]=[CH:6][C:5]([NH:8][C:9]([NH:11][C:12]2[N:13]=[C:14]([C:18]([OH:20])=O)[N:15]([CH3:17])[CH:16]=2)=[O:10])=[CH:4][C:3]=1[F:21].CN(C(ON1N=NC2C=CC=NC1=2)=[N+](C)C)C.F[P-](F)(F)(F)(F)F.[CH3:46][O:47][C:48]1[N:53]=[CH:52][C:51]([CH:54]([NH2:56])[CH3:55])=[CH:50][CH:49]=1. Product: [F:21][C:3]1[CH:4]=[C:5]([NH:8][C:9]([NH:11][C:12]2[N:13]=[C:14]([C:18]([NH:56][CH:54]([C:51]3[CH:52]=[N:53][C:48]([O:47][CH3:46])=[CH:49][CH:50]=3)[CH3:55])=[O:20])[N:15]([CH3:17])[CH:16]=2)=[O:10])[CH:6]=[CH:7][C:2]=1[CH3:1]. The catalyst class is: 239. (4) Reactant: [CH3:1][C:2]([CH3:10])([CH3:9])[CH2:3][C@@H:4]([C:6]([OH:8])=[O:7])N.N([O-])=[O:12].[Na+]. Product: [OH:12][CH:4]([CH2:3][C:2]([CH3:10])([CH3:9])[CH3:1])[C:6]([OH:8])=[O:7]. The catalyst class is: 445. (5) Reactant: [CH2:1]([O:8][C@H:9]1[C@H:14]([O:15][CH2:16][C:17]2[CH:22]=[CH:21][CH:20]=[CH:19][CH:18]=2)[C@@H:13]([O:23][CH2:24][C:25]2[CH:30]=[CH:29][CH:28]=[CH:27][CH:26]=2)[C@H:12]([C:31]2[C:40]3[C:35](=[CH:36][CH:37]=[CH:38][CH:39]=3)[CH:34]=[C:33]([CH2:41]Br)[CH:32]=2)[O:11][C@H:10]1[CH2:43][O:44][CH2:45][C:46]1[CH:51]=[CH:50][CH:49]=[CH:48][CH:47]=1)[C:2]1[CH:7]=[CH:6][CH:5]=[CH:4][CH:3]=1.[C-:52]#[N:53].[K+]. Product: [CH2:24]([O:23][C@@H:13]1[C@@H:14]([O:15][CH2:16][C:17]2[CH:18]=[CH:19][CH:20]=[CH:21][CH:22]=2)[C@H:9]([O:8][CH2:1][C:2]2[CH:7]=[CH:6][CH:5]=[CH:4][CH:3]=2)[C@@H:10]([CH2:43][O:44][CH2:45][C:46]2[CH:51]=[CH:50][CH:49]=[CH:48][CH:47]=2)[O:11][C@H:12]1[C:31]1[C:40]2[C:35](=[CH:36][CH:37]=[CH:38][CH:39]=2)[CH:34]=[C:33]([CH2:41][C:52]#[N:53])[CH:32]=1)[C:25]1[CH:30]=[CH:29][CH:28]=[CH:27][CH:26]=1. The catalyst class is: 88.